Dataset: Catalyst prediction with 721,799 reactions and 888 catalyst types from USPTO. Task: Predict which catalyst facilitates the given reaction. (1) Reactant: [CH2:1]([O:3][C:4]1[CH:5]=[C:6]([CH:10]2[CH2:15][CH2:14][CH2:13][NH:12][CH2:11]2)[CH:7]=[CH:8][CH:9]=1)[CH3:2].[F:16][C:17]([F:22])([F:21])[C@@H:18]1[CH2:20][O:19]1. Product: [CH2:1]([O:3][C:4]1[CH:5]=[C:6]([CH:10]2[CH2:15][CH2:14][CH2:13][N:12]([CH2:20][C@H:18]([OH:19])[C:17]([F:22])([F:21])[F:16])[CH2:11]2)[CH:7]=[CH:8][CH:9]=1)[CH3:2]. The catalyst class is: 10. (2) Reactant: [O:1]=[C:2]1[CH2:7][CH2:6][CH:5]([NH:8][C:9]([C@H:11]2[CH2:16][CH2:15][CH2:14][N:13]([C:17]3[CH:22]=[CH:21][CH:20]=[CH:19][CH:18]=3)[CH2:12]2)=[O:10])[CH2:4][CH2:3]1.[N-:23]=[N+]=[N-].[Na+].O.[OH-].[Na+]. Product: [O:1]=[C:2]1[NH:23][CH2:7][CH2:6][CH:5]([NH:8][C:9]([C@H:11]2[CH2:16][CH2:15][CH2:14][N:13]([C:17]3[CH:22]=[CH:21][CH:20]=[CH:19][CH:18]=3)[CH2:12]2)=[O:10])[CH2:4][CH2:3]1. The catalyst class is: 33. (3) Reactant: Br[C:2]1[CH:3]=[C:4]([Si:9]([C:22]2[CH:27]=[CH:26][CH:25]=[CH:24][CH:23]=2)([C:16]2[CH:21]=[CH:20][CH:19]=[CH:18][CH:17]=2)[C:10]2[CH:15]=[CH:14][CH:13]=[CH:12][CH:11]=2)[CH:5]=[C:6]([Br:8])[CH:7]=1.C1[C:36]2[C:35]3[CH:37]=[CH:38][CH:39]=[CH:40][C:34]=3[O:33][C:32]=2[C:31](C2C=C(B3OC(C)(C)C(C)(C)O3)C=CC=2)=CC=1.C([O-])([O-])=O.[K+].[K+]. Product: [Br:8][C:6]1[CH:5]=[C:4]([Si:9]([C:16]2[CH:17]=[CH:18][CH:19]=[CH:20][CH:21]=2)([C:22]2[CH:27]=[CH:26][CH:25]=[CH:24][CH:23]=2)[C:10]2[CH:15]=[CH:14][CH:13]=[CH:12][CH:11]=2)[CH:3]=[C:2]([C:7]2[CH:2]=[CH:3][CH:4]=[C:36]([C:35]3[C:34]4[O:33][C:32]5[CH:12]=[CH:11][CH:10]=[CH:15][C:31]=5[C:40]=4[CH:39]=[CH:38][CH:37]=3)[CH:6]=2)[CH:7]=1. The catalyst class is: 398. (4) Reactant: [F:1][C:2]([F:26])([F:25])[C:3]1[CH:4]=[C:5]([CH:22]=[CH:23][CH:24]=1)[CH2:6][CH:7]1[CH2:12][CH2:11][N:10]([C:13]2[S:14][C:15]([C:18]([O:20]C)=O)=[CH:16][N:17]=2)[CH2:9][CH2:8]1.[NH3:27]. Product: [F:1][C:2]([F:26])([F:25])[C:3]1[CH:4]=[C:5]([CH:22]=[CH:23][CH:24]=1)[CH2:6][CH:7]1[CH2:12][CH2:11][N:10]([C:13]2[S:14][C:15]([C:18]([NH2:27])=[O:20])=[CH:16][N:17]=2)[CH2:9][CH2:8]1. The catalyst class is: 5.